From a dataset of Reaction yield outcomes from USPTO patents with 853,638 reactions. Predict the reaction yield, written as a fraction of the theoretical maximum amount of product (1.0 means a 100% yield; for example, 0.34 means a 34% yield). (1) The reactants are [CH3:1][NH:2][N:3]=[CH:4][C:5](=[O:7])[CH3:6].[F:8][C:9]([F:21])([F:20])[C:10]1[CH:15]=[CH:14][C:13]([C:16](=O)[CH:17]=[O:18])=[CH:12][CH:11]=1. The catalyst is C(O)(=O)C. The product is [F:8][C:9]([F:21])([F:20])[C:10]1[CH:15]=[CH:14][C:13]([C:16]2[N:2]([CH3:1])[N:3]=[C:4]([C:5](=[O:7])[CH3:6])[C:17]=2[OH:18])=[CH:12][CH:11]=1. The yield is 0.0860. (2) The reactants are [CH2:1]([O:3][C:4]1[CH:5]=[C:6]2[C:11](=[C:12]3[CH2:16][C:15]([CH3:18])([CH3:17])[O:14][C:13]=13)[C:10]([C:19]1[CH:24]=[CH:23][CH:22]=[CH:21][CH:20]=1)=[N:9][C:8]([CH3:27])([CH2:25][NH2:26])[CH2:7]2)[CH3:2].[OH-].[Na+].[C:30](Cl)(=[O:37])[C:31]1[CH:36]=[CH:35][CH:34]=[CH:33][CH:32]=1.O. The catalyst is O1CCCC1. The product is [CH2:1]([O:3][C:4]1[CH:5]=[C:6]2[C:11](=[C:12]3[CH2:16][C:15]([CH3:18])([CH3:17])[O:14][C:13]=13)[C:10]([C:19]1[CH:24]=[CH:23][CH:22]=[CH:21][CH:20]=1)=[N:9][C:8]([CH2:25][NH:26][C:30](=[O:37])[C:31]1[CH:36]=[CH:35][CH:34]=[CH:33][CH:32]=1)([CH3:27])[CH2:7]2)[CH3:2]. The yield is 0.930.